Dataset: Reaction yield outcomes from USPTO patents with 853,638 reactions. Task: Predict the reaction yield, written as a fraction of the theoretical maximum amount of product (1.0 means a 100% yield; for example, 0.34 means a 34% yield). The reactants are [CH2:1]([N:3]1[C:11]2[CH:10]=[CH:9][N:8]=[CH:7][C:6]=2[N:5]=[C:4]1[C:12]1[C:13]([NH2:18])=[N:14][CH:15]=[CH:16][N:17]=1)[CH3:2].[Br:19]N1C(=O)CCC1=O.S([O-])([O-])=O.[Na+].[Na+]. The catalyst is C1COCC1. The product is [Br:19][C:16]1[N:17]=[C:12]([C:4]2[N:3]([CH2:1][CH3:2])[C:11]3[CH:10]=[CH:9][N:8]=[CH:7][C:6]=3[N:5]=2)[C:13]([NH2:18])=[N:14][CH:15]=1. The yield is 0.790.